From a dataset of Catalyst prediction with 721,799 reactions and 888 catalyst types from USPTO. Predict which catalyst facilitates the given reaction. (1) The catalyst class is: 1. Product: [CH:22]1([CH2:27][O:1][C:2]2[CH:3]=[CH:4][C:5]([O:6][C:7]3[S:8][C:9]([C:12]#[C:13][CH:14]([NH:16][C:17](=[O:19])[CH3:18])[CH3:15])=[CH:10][N:11]=3)=[CH:20][CH:21]=2)[CH2:26][CH2:25][CH2:24][CH2:23]1. Reactant: [OH:1][C:2]1[CH:21]=[CH:20][C:5]([O:6][C:7]2[S:8][C:9]([C:12]#[C:13][CH:14]([NH:16][C:17](=[O:19])[CH3:18])[CH3:15])=[CH:10][N:11]=2)=[CH:4][CH:3]=1.[CH:22]1([CH2:27]O)[CH2:26][CH2:25][CH2:24][CH2:23]1.C1C=CC(P(C2C=CC=CC=2)C2C=CC=CC=2)=CC=1.CCOC(/N=N/C(OCC)=O)=O. (2) Reactant: [F:1][C:2]1[C:3]([C:15]2[N:16]([CH:21]([CH3:23])[CH3:22])[C:17]([CH3:20])=[N:18][CH:19]=2)=[N:4][C:5]([NH:8][C@H:9]2[CH2:13][CH2:12][C@@H:11]([NH2:14])[CH2:10]2)=[N:6][CH:7]=1.C(N(CC)CC)C.[CH3:31][S:32](Cl)(=[O:34])=[O:33].N. Product: [F:1][C:2]1[C:3]([C:15]2[N:16]([CH:21]([CH3:23])[CH3:22])[C:17]([CH3:20])=[N:18][CH:19]=2)=[N:4][C:5]([NH:8][C@@H:9]2[CH2:13][CH2:12][C@H:11]([NH:14][S:32]([CH3:31])(=[O:34])=[O:33])[CH2:10]2)=[N:6][CH:7]=1. The catalyst class is: 2. (3) Reactant: C(N(CC)CC)C.[NH:8]1[CH2:13][CH2:12][O:11][CH2:10][CH2:9]1.[Cl:14][C:15]1[N:20]=[CH:19][C:18]([S:21](Cl)(=[O:23])=[O:22])=[CH:17][CH:16]=1. Product: [Cl:14][C:15]1[N:20]=[CH:19][C:18]([S:21]([N:8]2[CH2:13][CH2:12][O:11][CH2:10][CH2:9]2)(=[O:23])=[O:22])=[CH:17][CH:16]=1. The catalyst class is: 4. (4) Reactant: [CH2:1]([O:3][C:4]([C:6]1[N:7]([CH2:23][C:24]([F:27])([F:26])[F:25])[C:8]2[C:13]([CH:14]=1)=[CH:12][C:11]([O:15]CC1C=CC=CC=1)=[CH:10][CH:9]=2)=[O:5])[CH3:2]. Product: [CH2:1]([O:3][C:4]([C:6]1[N:7]([CH2:23][C:24]([F:27])([F:25])[F:26])[C:8]2[C:13]([CH:14]=1)=[CH:12][C:11]([OH:15])=[CH:10][CH:9]=2)=[O:5])[CH3:2]. The catalyst class is: 153.